This data is from Forward reaction prediction with 1.9M reactions from USPTO patents (1976-2016). The task is: Predict the product of the given reaction. (1) Given the reactants Cl[C:2]1[CH:7]=[CH:6][C:5]([N+:8]([O-:10])=[O:9])=[CH:4][C:3]=1[N:11]=[N:12][C:13]1[CH:18]=[C:17]([C:19]([CH3:26])([CH3:25])[CH2:20][C:21]([CH3:24])([CH3:23])[CH3:22])[CH:16]=[C:15]([C:27]([CH3:35])([C:29]2[CH:34]=[CH:33][CH:32]=[CH:31][CH:30]=2)[CH3:28])[C:14]=1[OH:36].C[N:38](C)C=O.[N-]=[N+]=[N-].[Na+], predict the reaction product. The product is: [CH3:35][C:27]([C:15]1[CH:16]=[C:17]([C:19]([CH3:25])([CH3:26])[CH2:20][C:21]([CH3:22])([CH3:23])[CH3:24])[CH:18]=[C:13]([N:12]2[N:38]=[C:2]3[CH:7]=[CH:6][C:5]([N+:8]([O-:10])=[O:9])=[CH:4][C:3]3=[N:11]2)[C:14]=1[OH:36])([C:29]1[CH:34]=[CH:33][CH:32]=[CH:31][CH:30]=1)[CH3:28]. (2) The product is: [O:54]=[C:50]1[CH2:51][CH2:52][CH2:53][N:49]1[C:16]1[N:21]=[CH:20][C:19]([C:22]([NH:24][CH:25]2[CH2:30][CH2:29][C:28](=[CH:31][C:32]3[CH:37]=[CH:36][CH:35]=[C:34]([O:38][C:39]4[CH:44]=[CH:43][C:42]([C:45]([F:48])([F:47])[F:46])=[CH:41][N:40]=4)[CH:33]=3)[CH2:27][CH2:26]2)=[O:23])=[CH:18][CH:17]=1. Given the reactants C(=O)([O-])[O-].[K+].[K+].N[C@@H]1CCCC[C@H]1N.Cl[C:16]1[N:21]=[CH:20][C:19]([C:22]([NH:24][CH:25]2[CH2:30][CH2:29][C:28](=[CH:31][C:32]3[CH:37]=[CH:36][CH:35]=[C:34]([O:38][C:39]4[CH:44]=[CH:43][C:42]([C:45]([F:48])([F:47])[F:46])=[CH:41][N:40]=4)[CH:33]=3)[CH2:27][CH2:26]2)=[O:23])=[CH:18][CH:17]=1.[NH:49]1[CH2:53][CH2:52][CH2:51][C:50]1=[O:54], predict the reaction product.